Dataset: Forward reaction prediction with 1.9M reactions from USPTO patents (1976-2016). Task: Predict the product of the given reaction. (1) Given the reactants [CH2:1]([C:5]1[N:6]([CH2:15][C:16]2[CH:21]=[CH:20][C:19]([C:22]3[C:23]([C:28]#[N:29])=[CH:24][CH:25]=[CH:26][CH:27]=3)=[CH:18][CH:17]=2)[C:7](=[O:14])[C:8]([CH:12]=C)=[C:9]([CH3:11])[N:10]=1)[CH2:2][CH2:3][CH3:4].I([O-])(=O)(=O)=[O:31].[Na+].C(#N)C.O, predict the reaction product. The product is: [CH2:1]([C:5]1[N:6]([CH2:15][C:16]2[CH:17]=[CH:18][C:19]([C:22]3[C:23]([C:28]#[N:29])=[CH:24][CH:25]=[CH:26][CH:27]=3)=[CH:20][CH:21]=2)[C:7](=[O:14])[C:8]([CH:12]=[O:31])=[C:9]([CH3:11])[N:10]=1)[CH2:2][CH2:3][CH3:4]. (2) Given the reactants [CH3:1][O:2][C:3]1[CH:4]=[C:5](/[CH:11]=[CH:12]/[C:13]([N:15]2[C:19]3[CH:20]=[CH:21][CH:22]=[CH:23][C:18]=3[NH:17][C:16]2=[O:24])=[O:14])[CH:6]=[CH:7][C:8]=1[O:9][CH3:10].IC.[C:27]([O-])([O-])=O.[K+].[K+], predict the reaction product. The product is: [CH3:1][O:2][C:3]1[CH:4]=[C:5](/[CH:11]=[CH:12]/[C:13]([N:15]2[C:19]3[CH:20]=[CH:21][CH:22]=[CH:23][C:18]=3[N:17]([CH3:27])[C:16]2=[O:24])=[O:14])[CH:6]=[CH:7][C:8]=1[O:9][CH3:10].